From a dataset of Full USPTO retrosynthesis dataset with 1.9M reactions from patents (1976-2016). Predict the reactants needed to synthesize the given product. (1) Given the product [CH3:35][C:36]1[C:37]([NH:42][S:25]([C:21]2[S:22][CH:23]=[CH:24][C:20]=2[C:17]2[CH:16]=[CH:15][C:14]([CH2:13][N:12]3[C:5]4[CH:4]=[C:3]([CH2:1][CH3:2])[N:8]=[C:7]([CH3:9])[C:6]=4[C:10]([C:29]4[CH:30]=[CH:31][CH:32]=[CH:33][CH:34]=4)=[N:11]3)=[CH:19][CH:18]=2)(=[O:26])=[O:28])=[N:38][O:39][C:40]=1[CH3:41], predict the reactants needed to synthesize it. The reactants are: [CH2:1]([C:3]1[N:8]=[C:7]([CH3:9])[C:6]2[C:10]([C:29]3[CH:34]=[CH:33][CH:32]=[CH:31][CH:30]=3)=[N:11][N:12]([CH2:13][C:14]3[CH:19]=[CH:18][C:17]([C:20]4[CH:24]=[CH:23][S:22][C:21]=4[S:25]([OH:28])(=O)=[O:26])=[CH:16][CH:15]=3)[C:5]=2[CH:4]=1)[CH3:2].[CH3:35][C:36]1[C:37]([N-:42]COCCOC)=[N:38][O:39][C:40]=1[CH3:41].Cl.C(=O)(O)[O-].[Na+]. (2) Given the product [Cl:31][C:26]1[CH:25]=[C:24]([CH:23]2[O:22][CH2:21][CH2:20][N:19]([C:32]([O:34][C:35]([CH3:36])([CH3:38])[CH3:37])=[O:33])[CH2:18][CH:17]2[N:13]2[CH:14]=[CH:15][CH:16]=[C:11]([C:9]3[NH:7][C:1](=[O:4])[O:2][N:10]=3)[C:12]2=[O:39])[CH:29]=[CH:28][C:27]=1[Cl:30], predict the reactants needed to synthesize it. The reactants are: [C:1](=[O:4])([O-])[OH:2].[Na+].Cl.[NH2:7]O.[C:9]([C:11]1[C:12](=[O:39])[N:13]([CH:17]2[CH:23]([C:24]3[CH:29]=[CH:28][C:27]([Cl:30])=[C:26]([Cl:31])[CH:25]=3)[O:22][CH2:21][CH2:20][N:19]([C:32]([O:34][C:35]([CH3:38])([CH3:37])[CH3:36])=[O:33])[CH2:18]2)[CH:14]=[CH:15][CH:16]=1)#[N:10].O. (3) Given the product [NH2:1][C:4]1[CH:9]=[CH:8][CH:7]=[CH:6][C:5]=1[CH:10]1[C:15]([C:16]([O:18][CH2:19][CH3:20])=[O:17])=[C:14]([CH2:21][CH2:22][CH3:23])[NH:13][C:12]2=[N:24][NH:25][CH:26]=[C:11]12, predict the reactants needed to synthesize it. The reactants are: [N+:1]([C:4]1[CH:9]=[CH:8][CH:7]=[CH:6][C:5]=1[CH:10]1[C:15]([C:16]([O:18][CH2:19][CH3:20])=[O:17])=[C:14]([CH2:21][CH2:22][CH3:23])[NH:13][C:12]2=[N:24][NH:25][CH:26]=[C:11]12)([O-])=O. (4) Given the product [CH3:1][CH:2]([O:4][C:5]1[CH:6]=[C:7]([O:17][C:18]2[CH:23]=[CH:22][C:21]([S:24]([CH3:27])(=[O:26])=[O:25])=[CH:20][N:19]=2)[CH:8]=[C:9]2[C:13]=1[NH:12][C:11]([C:14]([NH2:29])=[O:15])=[CH:10]2)[CH3:3], predict the reactants needed to synthesize it. The reactants are: [CH3:1][CH:2]([O:4][C:5]1[CH:6]=[C:7]([O:17][C:18]2[CH:23]=[CH:22][C:21]([S:24]([CH3:27])(=[O:26])=[O:25])=[CH:20][N:19]=2)[CH:8]=[C:9]2[C:13]=1[NH:12][C:11]([C:14](O)=[O:15])=[CH:10]2)[CH3:3].O[N:29]1C2C=CC=CC=2N=N1.Cl.C(N=C=NCCCN(C)C)C.[OH-].[NH4+].